Predict which catalyst facilitates the given reaction. From a dataset of Catalyst prediction with 721,799 reactions and 888 catalyst types from USPTO. (1) Reactant: [C:1]([NH2:9])(=[S:8])[C:2]1[CH:7]=[CH:6][CH:5]=[N:4][CH:3]=1.C([O:12][C:13](=[O:22])[CH:14](Cl)[C:15](=O)[C:16]([F:19])([F:18])[F:17])C.CCN(CC)CC. Product: [N:4]1[CH:5]=[CH:6][CH:7]=[C:2]([C:1]2[S:8][C:14]([C:13]([OH:22])=[O:12])=[C:15]([C:16]([F:19])([F:18])[F:17])[N:9]=2)[CH:3]=1. The catalyst class is: 8. (2) Reactant: [F:1][C:2]1[CH:11]=[CH:10][C:9]2[O:12][CH2:13][C:14](=[O:15])[N:7]3[C:8]=2[C:3]=1[CH:4]([CH2:16][N:17]1[CH2:21][C@@H:20]([OH:22])[C@@H:19]([CH2:23][NH:24]C(=O)OCC2C=CC=CC=2)[CH2:18]1)[CH2:5][CH2:6]3. Product: [NH2:24][CH2:23][C@@H:19]1[C@H:20]([OH:22])[CH2:21][N:17]([CH2:16][CH:4]2[C:3]3[C:8]4=[C:9]([O:12][CH2:13][C:14](=[O:15])[N:7]4[CH2:6][CH2:5]2)[CH:10]=[CH:11][C:2]=3[F:1])[CH2:18]1. The catalyst class is: 29. (3) Reactant: [N+](CCCC)(CCCC)(CCCC)CCCC.[F-].[Si]([O:26][CH2:27][CH2:28][N:29]1[CH2:34][CH2:33][CH:32]=[C:31]([C:35]([NH:37][N:38]2[C:46]3[C:41](=[CH:42][C:43]([Cl:47])=[CH:44][CH:45]=3)[CH:40]=[CH:39]2)=[O:36])[CH2:30]1)(C(C)(C)C)(C)C. Product: [Cl:47][C:43]1[CH:42]=[C:41]2[C:46](=[CH:45][CH:44]=1)[N:38]([NH:37][C:35]([C:31]1[CH2:30][N:29]([CH2:28][CH2:27][OH:26])[CH2:34][CH2:33][CH:32]=1)=[O:36])[CH:39]=[CH:40]2. The catalyst class is: 1. (4) Reactant: [Br:1][C:2]1[CH:3]=[CH:4][C:5]([C:8]2[NH:9][C:10]([CH:13]([C:21]3[CH:26]=[CH:25][C:24]([S:27]([CH:30]4[CH2:32][CH2:31]4)(=[O:29])=[O:28])=[CH:23][CH:22]=3)[CH2:14][CH:15]3[CH2:20][CH2:19][O:18][CH2:17][CH2:16]3)=[CH:11][CH:12]=2)=[N:6][CH:7]=1.[H-].[Na+].Cl[CH2:36][O:37][CH2:38][C:39]1[CH:44]=[CH:43][CH:42]=[CH:41][CH:40]=1.[Cl-].[NH4+]. Product: [CH2:38]([O:37][CH2:36][N:9]1[C:10]([CH:13]([C:21]2[CH:22]=[CH:23][C:24]([S:27]([CH:30]3[CH2:31][CH2:32]3)(=[O:29])=[O:28])=[CH:25][CH:26]=2)[CH2:14][CH:15]2[CH2:16][CH2:17][O:18][CH2:19][CH2:20]2)=[CH:11][CH:12]=[C:8]1[C:5]1[CH:4]=[CH:3][C:2]([Br:1])=[CH:7][N:6]=1)[C:39]1[CH:44]=[CH:43][CH:42]=[CH:41][CH:40]=1. The catalyst class is: 9. (5) Reactant: [Cl:1][C:2]1[CH:22]=[CH:21][C:5]([C:6]([C:8]2[CH:20]=[CH:19][C:11]([O:12][C:13]([CH3:18])([CH3:17])[C:14](O)=[O:15])=[CH:10][CH:9]=2)=[O:7])=[CH:4][CH:3]=1.C(Cl)(=O)C(Cl)=O.CN(C=O)C.[NH2:34][CH2:35][CH2:36][NH:37][C:38](=[O:44])[O:39][C:40]([CH3:43])([CH3:42])[CH3:41]. Product: [Cl:1][C:2]1[CH:22]=[CH:21][C:5]([C:6]([C:8]2[CH:20]=[CH:19][C:11]([O:12][C:13]([CH3:18])([CH3:17])[C:14]([NH:34][CH2:35][CH2:36][NH:37][C:38](=[O:44])[O:39][C:40]([CH3:41])([CH3:43])[CH3:42])=[O:15])=[CH:10][CH:9]=2)=[O:7])=[CH:4][CH:3]=1. The catalyst class is: 347.